This data is from Catalyst prediction with 721,799 reactions and 888 catalyst types from USPTO. The task is: Predict which catalyst facilitates the given reaction. Product: [F:59][C:2]1[CH:3]=[C:4]([C:34]2[C:35]([C:40]#[N:41])=[CH:36][CH:37]=[CH:38][CH:39]=2)[CH:5]=[CH:6][C:7]=1[CH2:8][C:9]1[C:10](=[O:33])[N:11]([C@H:21]2[CH2:26][CH2:25][C@H:24]([O:27][CH:28]([CH3:29])[CH:30]([OH:31])[CH2:32][F:60])[CH2:23][CH2:22]2)[C:12]2[N:13]([N:18]=[CH:19][N:20]=2)[C:14]=1[CH2:15][CH2:16][CH3:17]. Reactant: F[C:2]1[CH:3]=[C:4]([C:34]2[C:35]([C:40]#[N:41])=[CH:36][CH:37]=[CH:38][CH:39]=2)[CH:5]=[CH:6][C:7]=1[CH2:8][C:9]1[C:10](=[O:33])[N:11]([C@H:21]2[CH2:26][CH2:25][C@H:24]([O:27][CH:28]([CH:30]3[CH2:32][O:31]3)[CH3:29])[CH2:23][CH2:22]2)[C:12]2[N:13]([N:18]=[CH:19][N:20]=2)[C:14]=1[CH2:15][CH2:16][CH3:17].CCCC[N+](CCCC)(CCCC)CCCC.[FH:59].[FH:60].[F-]. The catalyst class is: 159.